This data is from Full USPTO retrosynthesis dataset with 1.9M reactions from patents (1976-2016). The task is: Predict the reactants needed to synthesize the given product. (1) Given the product [O:7]([C:8]1[CH:13]=[CH:12][CH:11]=[CH:10][C:9]=1[CH2:14][C:15]1[CH:20]=[CH:19][C:18]([C:21](=[O:23])[NH2:22])=[CH:17][CH:16]=1)[C@@H:6]1[O:24][C@H:25]([CH2:36][OH:37])[C@@H:26]([OH:32])[C@H:27]([OH:28])[C@H:5]1[OH:4], predict the reactants needed to synthesize it. The reactants are: C([O:4][C@@H:5]1[C@@H:27]([O:28]C(=O)C)[C@H:26]([O:32]C(=O)C)[C@@H:25]([CH2:36][O:37]C(=O)C)[O:24][C@H:6]1[O:7][C:8]1[CH:13]=[CH:12][CH:11]=[CH:10][C:9]=1[CH2:14][C:15]1[CH:20]=[CH:19][C:18]([C:21](=[O:23])[NH2:22])=[CH:17][CH:16]=1)(=O)C.C[O-].[Na+]. (2) Given the product [CH3:34][C:32]1[CH:33]=[C:28]([CH3:27])[N:29]=[C:30]([C:35]2[CH:40]=[CH:39][C:38]([C:35]3[CH:40]=[C:39]([C:11]4[N:10]=[C:9]([C:4]5[CH:3]=[CH:2][CH:7]=[CH:6][CH:5]=5)[N:14]=[C:13]([C:15]5[CH:27]=[CH:28][CH:33]=[CH:32][CH:34]=5)[N:12]=4)[CH:38]=[C:37]([C:38]4[CH:37]=[CH:36][C:35]([C:30]5[N:31]=[C:32]([CH3:34])[CH:33]=[C:28]([CH3:27])[N:29]=5)=[CH:40][CH:39]=4)[CH:36]=3)=[CH:37][CH:36]=2)[N:31]=1, predict the reactants needed to synthesize it. The reactants are: Br[C:2]1[CH:3]=[C:4]([C:9]2[N:14]=[C:13]([C:15]3C=CC=CC=3)[N:12]=[C:11](C3C=CC=CC=3)[N:10]=2)[CH:5]=[C:6](Br)[CH:7]=1.[CH3:27][C:28]1[CH:33]=[C:32]([CH3:34])[N:31]=[C:30]([C:35]2[CH:40]=[CH:39][C:38](B3OC(C)(C)C(C)(C)O3)=[CH:37][CH:36]=2)[N:29]=1.P([O-])([O-])([O-])=O.[K+].[K+].[K+]. (3) Given the product [NH2:1][C:2]1[N:7]=[C:6]([CH2:8][OH:9])[CH:5]=[N:4][C:3]=1[C:12]1[C:17]([F:18])=[CH:16][N:15]=[C:14]([O:19][CH3:20])[CH:13]=1, predict the reactants needed to synthesize it. The reactants are: [NH2:1][C:2]1[N:7]=[C:6]([C:8](OC)=[O:9])[CH:5]=[N:4][C:3]=1[C:12]1[C:17]([F:18])=[CH:16][N:15]=[C:14]([O:19][CH3:20])[CH:13]=1.[H-].[H-].[H-].[H-].[Li+].[Al+3]. (4) Given the product [C:1]([C:4]1[C:5]([CH3:25])=[N:6][C:7]2[N:8]([CH:18]=[C:19]([S:21]([OH:24])(=[O:23])=[O:22])[N:20]=2)[C:9]=1[C:10]1[CH:15]=[CH:14][C:13]([Cl:16])=[CH:12][C:11]=1[Cl:17])(=[O:3])[NH2:2], predict the reactants needed to synthesize it. The reactants are: [C:1]([C:4]1[CH:9]([C:10]2[CH:15]=[CH:14][C:13]([Cl:16])=[CH:12][C:11]=2[Cl:17])[N:8]2[CH:18]=[C:19]([S:21]([OH:24])(=[O:23])=[O:22])[N:20]=[C:7]2[NH:6][C:5]=1[CH3:25])(=[O:3])[NH2:2]. (5) Given the product [CH3:1][O:2][C:3]1[N:8]=[CH:7][C:6]([CH:9]([NH:12][C:20]([N:18]2[CH2:19][C:14](=[O:13])[NH:15][C:16]3[CH:35]=[CH:34][CH:33]=[N:32][C:17]2=3)=[O:21])[CH2:10][CH3:11])=[CH:5][CH:4]=1, predict the reactants needed to synthesize it. The reactants are: [CH3:1][O:2][C:3]1[N:8]=[CH:7][C:6]([CH:9]([NH2:12])[CH2:10][CH3:11])=[CH:5][CH:4]=1.[O:13]=[C:14]1[CH2:19][N:18]([C:20](OC2C=CC([N+]([O-])=O)=CC=2)=[O:21])[C:17]2[N:32]=[CH:33][CH:34]=[CH:35][C:16]=2[NH:15]1.C(N(CC)CC)C. (6) Given the product [CH3:7]/[C:2](=[CH:1]\[S:25][C:19]1[CH:24]=[CH:23][CH:22]=[CH:21][CH:20]=1)/[C:3]([O:5][CH3:6])=[O:4], predict the reactants needed to synthesize it. The reactants are: [CH3:1]/[C:2](=[CH:7]\OS(C1C=CC(C)=CC=1)(=O)=O)/[C:3]([O:5][CH3:6])=[O:4].[C:19]1([SH:25])[CH:24]=[CH:23][CH:22]=[CH:21][CH:20]=1.C(N(CC)CC)C.COC(C)(C)C. (7) Given the product [Cl:1][C:2]1[C:10]([N:11]=[C:12]2[CH2:17][CH2:16][CH2:15][CH2:14][S:13]2=[O:18])=[C:9]([O:19][CH3:20])[CH:8]=[CH:7][C:3]=1[C:4]([C:41]1[CH:42]=[N:38][N:39]([CH3:25])[C:40]=1[OH:43])=[O:6], predict the reactants needed to synthesize it. The reactants are: [Cl:1][C:2]1[C:10]([N:11]=[C:12]2[CH2:17][CH2:16][CH2:15][CH2:14][S:13]2=[O:18])=[C:9]([O:19][CH3:20])[CH:8]=[CH:7][C:3]=1[C:4]([OH:6])=O.C(Cl)(Cl)Cl.[C:25](N1C=CN=C1)(N1C=CN=C1)=O.C[N:38]1[CH:42]=[CH:41][C:40](=[O:43])[NH:39]1.